Dataset: KCNQ2 potassium channel screen with 302,405 compounds. Task: Binary Classification. Given a drug SMILES string, predict its activity (active/inactive) in a high-throughput screening assay against a specified biological target. (1) The molecule is Clc1cc(S(=O)(=O)N2CCC(CC2)C(=O)NCC2OCCC2)ccc1OCC. The result is 0 (inactive). (2) The compound is Clc1sc(c2nc3c(c(C(=O)N4CCOCC4)c2)cccc3)cc1. The result is 0 (inactive). (3) The compound is o1c(nnc1NC(=O)/C=C\c1ccccc1)c1occc1. The result is 0 (inactive). (4) The compound is S1(=O)(=O)N(C(c2c1cccc2)CC(O)=O)Cc1ccc(OC)cc1. The result is 0 (inactive). (5) The drug is s1c(CNC(=O)c2nnn(CC(=O)Nc3cc(OC)ccc3)c2N)ccc1. The result is 0 (inactive). (6) The drug is s1c(C(=O)N\C(=C/c2cc(OC)c(OC)cc2)C(=O)Nc2ccc(cc2)C)ccc1. The result is 0 (inactive). (7) The compound is O=C(C(n1c(=O)c2c(nc1)cccc2)C)c1ccccc1. The result is 0 (inactive).